This data is from Peptide-MHC class I binding affinity with 185,985 pairs from IEDB/IMGT. The task is: Regression. Given a peptide amino acid sequence and an MHC pseudo amino acid sequence, predict their binding affinity value. This is MHC class I binding data. (1) The peptide sequence is HPKKVKQAF. The MHC is HLA-B51:01 with pseudo-sequence HLA-B51:01. The binding affinity (normalized) is 0.213. (2) The peptide sequence is VLYCVHQHI. The MHC is HLA-A26:01 with pseudo-sequence HLA-A26:01. The binding affinity (normalized) is 0.0847. (3) The MHC is HLA-A02:01 with pseudo-sequence HLA-A02:01. The peptide sequence is PLGILSNYV. The binding affinity (normalized) is 0.269. (4) The peptide sequence is SRIELGRGY. The MHC is HLA-B27:05 with pseudo-sequence HLA-B27:05. The binding affinity (normalized) is 0.406. (5) The peptide sequence is FVKDWMERI. The MHC is HLA-A02:19 with pseudo-sequence HLA-A02:19. The binding affinity (normalized) is 0.0847. (6) The peptide sequence is NHENVELSL. The MHC is Mamu-A07 with pseudo-sequence Mamu-A07. The binding affinity (normalized) is 0.608. (7) The peptide sequence is RLSILSKDK. The MHC is HLA-A68:01 with pseudo-sequence HLA-A68:01. The binding affinity (normalized) is 0.354.